Dataset: Forward reaction prediction with 1.9M reactions from USPTO patents (1976-2016). Task: Predict the product of the given reaction. (1) Given the reactants F[C:2]1[CH:3]=[C:4]([CH:7]=[CH:8][CH:9]=1)[C:5]#[N:6].[Cl:10][C:11]1[CH:12]=[C:13]([OH:17])[CH:14]=[CH:15][CH:16]=1.C(=O)([O-])[O-].[Cs+].[Cs+].Cl, predict the reaction product. The product is: [Cl:10][C:11]1[CH:12]=[C:13]([CH:14]=[CH:15][CH:16]=1)[O:17][C:2]1[CH:3]=[C:4]([CH:7]=[CH:8][CH:9]=1)[C:5]#[N:6]. (2) The product is: [CH3:1][O:2][C:3]1[CH:4]=[CH:5][C:6]([CH3:37])=[C:7]([N:9]2[CH2:14][CH2:13][CH:12]([O:15][C:16]3[CH:17]=[CH:18][C:19]([N:22]4[C@@H:26]([CH2:27][C:28]([OH:30])=[O:29])[C@H:25]([CH3:32])[C:24]([C:33]([F:36])([F:35])[F:34])=[N:23]4)=[CH:20][CH:21]=3)[CH2:11][CH2:10]2)[CH:8]=1. Given the reactants [CH3:1][O:2][C:3]1[CH:4]=[CH:5][C:6]([CH3:37])=[C:7]([N:9]2[CH2:14][CH2:13][CH:12]([O:15][C:16]3[CH:21]=[CH:20][C:19]([N:22]4[C@@H:26]([CH2:27][C:28]([O:30]C)=[O:29])[C@H:25]([CH3:32])[C:24]([C:33]([F:36])([F:35])[F:34])=[N:23]4)=[CH:18][CH:17]=3)[CH2:11][CH2:10]2)[CH:8]=1.[Li+].[OH-].Cl, predict the reaction product.